Task: Predict the product of the given reaction.. Dataset: Forward reaction prediction with 1.9M reactions from USPTO patents (1976-2016) (1) Given the reactants [OH:1][CH2:2][CH2:3][C:4]1[CH:9]=[CH:8][C:7]([OH:10])=[CH:6][CH:5]=1.Cl[C:12]1[CH:20]=[CH:19][C:15]([C:16]([NH2:18])=[O:17])=[CH:14][N:13]=1.C([O-])([O-])=O.[K+].[K+].O, predict the reaction product. The product is: [OH:1][CH2:2][CH2:3][C:4]1[CH:9]=[CH:8][C:7]([O:10][C:12]2[CH:20]=[CH:19][C:15]([C:16]([NH2:18])=[O:17])=[CH:14][N:13]=2)=[CH:6][CH:5]=1. (2) The product is: [CH2:13]([O:11][C:4]1[CH:5]=[CH:6][C:7]([N+:8]([O-:10])=[O:9])=[C:2]([F:1])[CH:3]=1)[CH3:14]. Given the reactants [F:1][C:2]1[CH:3]=[C:4]([OH:11])[CH:5]=[CH:6][C:7]=1[N+:8]([O-:10])=[O:9].Br[CH2:13][CH3:14].C([O-])([O-])=O.[K+].[K+], predict the reaction product. (3) Given the reactants [CH3:1][CH2:2][CH2:3][CH2:4][CH2:5][CH2:6][CH2:7][CH2:8]/[CH:9]=[CH:10]\[CH2:11][CH2:12][CH2:13][CH2:14][CH2:15][CH2:16][CH2:17][C:18]([O:20][CH2:21][CH:22]([CH2:43][O:44][C:45]([CH2:47][CH2:48][CH2:49][CH2:50][CH2:51][CH2:52][CH2:53]/[CH:54]=[CH:55]\[CH2:56][CH2:57][CH2:58][CH2:59][CH2:60][CH2:61][CH2:62][CH3:63])=[O:46])[O:23][C:24]([CH2:26][CH2:27][CH2:28][CH2:29][CH2:30][CH2:31][CH2:32]/[CH:33]=[CH:34]\[CH2:35][CH2:36][CH2:37][CH2:38][CH2:39][CH2:40][CH2:41][CH3:42])=[O:25])=[O:19].C(O)(=O)CCCCCCC/C=C\CCCCCCCC.C(O)(=O)CCCCCCCCCCCCCCCCC.C(O)(=O)CCCCCCCCCCCCCCC, predict the reaction product. The product is: [CH3:1][CH2:2][CH2:3][CH2:4][CH2:5][CH2:6][CH2:7][CH2:8][CH2:9][CH2:10][CH2:11][CH2:12][CH2:13][CH2:14][CH2:15][CH2:16][CH2:17][C:18]([O:20][CH2:21][CH:22]([O:23][C:24]([CH2:26][CH2:27][CH2:28][CH2:29][CH2:30][CH2:31][CH2:32][CH2:33][CH2:34][CH2:35][CH2:36][CH2:37][CH2:38][CH2:39][CH2:40][CH2:41][CH3:42])=[O:25])[CH2:43][O:44][C:45]([CH2:47][CH2:48][CH2:49][CH2:50][CH2:51][CH2:52][CH2:53][CH2:54][CH2:55][CH2:56][CH2:57][CH2:58][CH2:59][CH2:60][CH2:61][CH2:62][CH3:63])=[O:46])=[O:19]. (4) Given the reactants [CH3:1][O:2][CH2:3][C@@:4]1([C:28]2[CH:33]=[CH:32][CH:31]=[CH:30][CH:29]=2)[O:9][C:8](=[O:10])[N:7]([C@H:11]([C:13]2[CH:18]=[CH:17][C:16](B3OC(C)(C)C(C)(C)O3)=[CH:15][CH:14]=2)[CH3:12])[CH2:6][CH2:5]1.Cl[C:35]1[N:36]=[N:37][C:38]([CH3:41])=[CH:39][CH:40]=1, predict the reaction product. The product is: [CH3:1][O:2][CH2:3][C@@:4]1([C:28]2[CH:29]=[CH:30][CH:31]=[CH:32][CH:33]=2)[O:9][C:8](=[O:10])[N:7]([C@H:11]([C:13]2[CH:14]=[CH:15][C:16]([C:35]3[N:36]=[N:37][C:38]([CH3:41])=[CH:39][CH:40]=3)=[CH:17][CH:18]=2)[CH3:12])[CH2:6][CH2:5]1.